Dataset: Forward reaction prediction with 1.9M reactions from USPTO patents (1976-2016). Task: Predict the product of the given reaction. Given the reactants [CH2:1]([CH2:3][NH2:4])[OH:2].[Cl:5][C:6]1[CH:7]=[C:8]([C@@H:13]2[CH2:15][O:14]2)[CH:9]=[CH:10][C:11]=1[Cl:12], predict the reaction product. The product is: [Cl:5][C:6]1[CH:7]=[C:8]([C@@H:13]([OH:14])[CH2:15][NH:4][CH2:3][CH2:1][OH:2])[CH:9]=[CH:10][C:11]=1[Cl:12].